Dataset: Catalyst prediction with 721,799 reactions and 888 catalyst types from USPTO. Task: Predict which catalyst facilitates the given reaction. Reactant: C([O:3][C:4]([C:6]1[N:7]([CH2:12][CH2:13][C@@H:14]2[CH2:18][S:17][C:16]([C:19]3[NH:20][C:21]4[C:26]([CH:27]=3)=[CH:25][C:24]([Cl:28])=[CH:23][C:22]=4[NH:29][CH:30]3[CH2:34][CH2:33][CH2:32][CH2:31]3)=[N:15]2)[CH:8]=[N:9][C:10]=1[CH3:11])=[O:5])C.CO.O.[OH-].[Li+].Cl. Product: [Cl:28][C:24]1[CH:25]=[C:26]2[C:21](=[C:22]([NH:29][CH:30]3[CH2:34][CH2:33][CH2:32][CH2:31]3)[CH:23]=1)[NH:20][C:19]([C:16]1[S:17][CH2:18][C@@H:14]([CH2:13][CH2:12][N:7]3[C:6]([C:4]([OH:5])=[O:3])=[C:10]([CH3:11])[N:9]=[CH:8]3)[N:15]=1)=[CH:27]2. The catalyst class is: 30.